Task: Predict the reactants needed to synthesize the given product.. Dataset: Full USPTO retrosynthesis dataset with 1.9M reactions from patents (1976-2016) (1) Given the product [N+:1]([C:4]1[CH:5]=[C:6]([C:7]2[N:12]=[N:13][NH:14][N:8]=2)[CH:9]=[CH:10][CH:11]=1)([O-:3])=[O:2], predict the reactants needed to synthesize it. The reactants are: [N+:1]([C:4]1[CH:5]=[C:6]([CH:9]=[CH:10][CH:11]=1)[C:7]#[N:8])([O-:3])=[O:2].[N-:12]=[N+:13]=[N-:14].[Na+].Cl.N.Cl. (2) Given the product [C:15]([C@H:9]1[N:8]([C:6]([O:5][C:1]([CH3:4])([CH3:3])[CH3:2])=[O:7])[C@@H:12]([CH3:13])[C@H:11]([F:14])[CH2:10]1)(=[O:17])[NH2:39], predict the reactants needed to synthesize it. The reactants are: [C:1]([O:5][C:6]([N:8]1[C@@H:12]([CH3:13])[C@H:11]([F:14])[CH2:10][C@H:9]1[C:15]([OH:17])=O)=[O:7])([CH3:4])([CH3:3])[CH3:2].O1CCOCC1.CC(OC(OC(OC(C)(C)C)=O)=O)(C)C.[N:39]1C=CC=CC=1. (3) Given the product [C:1]([O:5][C:6]([N:8]1[CH2:12][CH2:11][CH:10]([C:13]2[CH:18]=[CH:17][C:16]([S:19]([C:22]3[CH:27]=[CH:26][CH:25]=[C:24]([F:28])[CH:23]=3)(=[O:20])=[O:21])=[CH:15][C:14]=2[O:29][CH2:30][C:31](=[O:32])[NH:36][CH3:35])[CH2:9]1)=[O:7])([CH3:3])([CH3:2])[CH3:4], predict the reactants needed to synthesize it. The reactants are: [C:1]([O:5][C:6]([N:8]1[CH2:12][CH2:11][CH:10]([C:13]2[CH:18]=[CH:17][C:16]([S:19]([C:22]3[CH:27]=[CH:26][CH:25]=[C:24]([F:28])[CH:23]=3)(=[O:21])=[O:20])=[CH:15][C:14]=2[O:29][CH2:30][C:31](OC)=[O:32])[CH2:9]1)=[O:7])([CH3:4])([CH3:3])[CH3:2].[CH3:35][NH2:36]. (4) Given the product [CH2:11]([CH:10]1[CH2:9][CH:8]([CH2:13][CH2:14][OH:15])[CH2:7][CH:6]1[C:4]([O:3][CH2:1][CH3:2])=[O:5])[CH3:12], predict the reactants needed to synthesize it. The reactants are: [CH2:1]([O:3][C:4]([C@@H:6]1[C@H:10]([CH2:11][CH3:12])[CH2:9][C@@H:8]([CH2:13][C:14](O)=[O:15])[CH2:7]1)=[O:5])[CH3:2]. (5) Given the product [CH3:16][N:17]([CH3:21])[CH2:18][CH2:19][O:14][C:6]1[CH:7]=[C:8]([C:10]([F:11])([F:12])[F:13])[CH:9]=[C:4]([N+:1]([O-:3])=[O:2])[CH:5]=1, predict the reactants needed to synthesize it. The reactants are: [N+:1]([C:4]1[CH:5]=[C:6]([OH:14])[CH:7]=[C:8]([C:10]([F:13])([F:12])[F:11])[CH:9]=1)([O-:3])=[O:2].Cl.[CH3:16][N:17]([CH3:21])[CH2:18][CH2:19]Cl.C(=O)([O-])[O-].[Cs+].[Cs+]. (6) Given the product [N:12]1[CH:17]=[CH:16][CH:15]=[CH:14][C:13]=1[CH2:18][C:19]1[CH:20]=[CH:21][C:22]([NH:23][C:40]([C:35]2[CH2:36][CH2:37][CH2:38][CH2:39][C:34]=2[C:31]2[CH:30]=[CH:29][C:28]([C:27]([F:26])([F:43])[F:44])=[CH:33][CH:32]=2)=[O:41])=[CH:24][CH:25]=1, predict the reactants needed to synthesize it. The reactants are: CN(C)CCCN=C=NCC.[N:12]1[CH:17]=[CH:16][CH:15]=[CH:14][C:13]=1[CH2:18][C:19]1[CH:25]=[CH:24][C:22]([NH2:23])=[CH:21][CH:20]=1.[F:26][C:27]([F:44])([F:43])[C:28]1[CH:33]=[CH:32][C:31]([C:34]2[CH2:39][CH2:38][CH2:37][CH2:36][C:35]=2[C:40](O)=[O:41])=[CH:30][CH:29]=1.ON1C2C=CC=CC=2N=N1. (7) Given the product [NH2:8][C@H:9]([CH3:29])[CH2:10][O:11][C:12]1[CH:13]=[CH:14][C:15]([C:18]2[CH:23]=[CH:22][C:21]([C:24]([O:26][CH2:27][CH3:28])=[O:25])=[CH:20][CH:19]=2)=[CH:16][CH:17]=1, predict the reactants needed to synthesize it. The reactants are: C(OC([NH:8][C@H:9]([CH3:29])[CH2:10][O:11][C:12]1[CH:17]=[CH:16][C:15]([C:18]2[CH:23]=[CH:22][C:21]([C:24]([O:26][CH2:27][CH3:28])=[O:25])=[CH:20][CH:19]=2)=[CH:14][CH:13]=1)=O)(C)(C)C.Cl. (8) Given the product [Cl:1][C:2]1[CH:3]=[C:4]2[C:9](=[CH:10][CH:11]=1)[N:8]=[C:7]([C:12]([NH:14][C@H:15]1[CH2:19][CH2:18][N:17]([C:21]3[C:22]4[N:23]([CH:27]=[CH:28][CH:29]=4)[CH:24]=[CH:25][N:26]=3)[CH2:16]1)=[O:13])[N:6]=[CH:5]2, predict the reactants needed to synthesize it. The reactants are: [Cl:1][C:2]1[CH:3]=[C:4]2[C:9](=[CH:10][CH:11]=1)[N:8]=[C:7]([C:12]([NH:14][C@H:15]1[CH2:19][CH2:18][NH:17][CH2:16]1)=[O:13])[N:6]=[CH:5]2.Cl[C:21]1[C:22]2[N:23]([CH:27]=[CH:28][CH:29]=2)[CH:24]=[CH:25][N:26]=1.